This data is from Full USPTO retrosynthesis dataset with 1.9M reactions from patents (1976-2016). The task is: Predict the reactants needed to synthesize the given product. (1) Given the product [F:28][CH2:27][C:22]([NH:21][C:17]([C:10]1[C:11]2[CH2:12][C@@H:13]3[CH2:16][C@@H:14]3[C:15]=2[N:8]([C:4]2[CH:3]=[C:2]([Cl:1])[CH:7]=[CH:6][N:5]=2)[N:9]=1)=[O:18])([CH2:29][F:30])[CH2:23][OH:24], predict the reactants needed to synthesize it. The reactants are: [Cl:1][C:2]1[CH:7]=[CH:6][N:5]=[C:4]([N:8]2[C:15]3[C@H:14]4[CH2:16][C@H:13]4[CH2:12][C:11]=3[C:10]([C:17](O)=[O:18])=[N:9]2)[CH:3]=1.Cl.[NH2:21][C:22]([CH2:29][F:30])([CH2:27][F:28])[C:23](OC)=[O:24].C(N(CC)CC)C.CN(C(ON1N=NC2C=CC=NC1=2)=[N+](C)C)C.F[P-](F)(F)(F)(F)F. (2) Given the product [F:1][C:2]1[CH:15]=[CH:14][C:5]([CH2:6][CH:7]2[O:8][CH2:9][CH2:10][NH:11][CH2:12]2)=[CH:4][CH:3]=1, predict the reactants needed to synthesize it. The reactants are: [F:1][C:2]1[CH:15]=[CH:14][C:5]([CH2:6][CH:7]2[CH2:12][NH:11][C:10](=O)[CH2:9][O:8]2)=[CH:4][CH:3]=1.[H-].[Al+3].[Li+].[H-].[H-].[H-].S([O-])([O-])(=O)=O.[Na+].[Na+]. (3) Given the product [Br:6][C:7]1[CH:12]=[CH:11][CH:10]=[CH:9][C:8]=1[O:13][CH2:4][CH:1]1[CH2:2][CH2:3]1, predict the reactants needed to synthesize it. The reactants are: [CH:1]1([CH2:4]Br)[CH2:3][CH2:2]1.[Br:6][C:7]1[CH:12]=[CH:11][CH:10]=[CH:9][C:8]=1[OH:13]. (4) Given the product [CH3:12][N:13]([CH3:14])[CH2:9]/[CH:8]=[CH:7]/[C:6]([OH:5])=[O:11], predict the reactants needed to synthesize it. The reactants are: C[Si]([O:5][C:6](=[O:11])/[CH:7]=[CH:8]/[CH2:9]Br)(C)C.[CH3:12][NH:13][CH3:14].